From a dataset of Blood-brain barrier permeability classification from the B3DB database. Regression/Classification. Given a drug SMILES string, predict its absorption, distribution, metabolism, or excretion properties. Task type varies by dataset: regression for continuous measurements (e.g., permeability, clearance, half-life) or binary classification for categorical outcomes (e.g., BBB penetration, CYP inhibition). Dataset: b3db_classification. (1) The compound is CCC(=O)C1(C)C(C)CC2C3CCC4=CC(=O)C=CC4(C)C3C(O)CC21C. The result is 1 (penetrates BBB). (2) The compound is CC(C)CC1C(=O)N2CCCC2C2(O)OC(NC(=O)C3C=C4c5cccc6[nH]c(Br)c(c56)CC4N(C)C3)(C(C)C)C(=O)N12. The result is 0 (does not penetrate BBB). (3) The molecule is CN(C)[C@@H]1C(=O)C(C(N)=O)=C(O)[C@]2(O)C(=O)C3=C(O)c4c(O)cccc4[C@](C)(O)[C@@H]3[C@H](O)[C@H]12. The result is 0 (does not penetrate BBB). (4) The molecule is O=C(O)Cc1ccc2c(c1)C(=O)c1ccccc1CO2. The result is 1 (penetrates BBB). (5) The result is 1 (penetrates BBB). The compound is CC1CN(C2CCC(C#N)(c3ccc(F)cc3)CC2)CCC1(C(=O)O)c1ccccc1. (6) The result is 1 (penetrates BBB). The drug is CCN(CC)C(=O)/C(C#N)=C/c1cc(O)c(O)c([N+](=O)[O-])c1.